Dataset: NCI-60 drug combinations with 297,098 pairs across 59 cell lines. Task: Regression. Given two drug SMILES strings and cell line genomic features, predict the synergy score measuring deviation from expected non-interaction effect. Drug 1: COC1=NC(=NC2=C1N=CN2C3C(C(C(O3)CO)O)O)N. Drug 2: C1CNP(=O)(OC1)N(CCCl)CCCl. Cell line: NCI-H226. Synergy scores: CSS=-6.16, Synergy_ZIP=3.96, Synergy_Bliss=1.62, Synergy_Loewe=-4.00, Synergy_HSA=-4.74.